Dataset: Reaction yield outcomes from USPTO patents with 853,638 reactions. Task: Predict the reaction yield, written as a fraction of the theoretical maximum amount of product (1.0 means a 100% yield; for example, 0.34 means a 34% yield). The reactants are O[Li].O.[C:4]([C:6]1[CH:7]=[CH:8][CH:9]=[C:10]2[C:14]=1[N:13]([CH2:15][C:16]([O:18]CC)=[O:17])[CH:12]=[CH:11]2)#[N:5]. The catalyst is O.C1COCC1. The product is [C:4]([C:6]1[CH:7]=[CH:8][CH:9]=[C:10]2[C:14]=1[N:13]([CH2:15][C:16]([OH:18])=[O:17])[CH:12]=[CH:11]2)#[N:5]. The yield is 0.920.